This data is from Forward reaction prediction with 1.9M reactions from USPTO patents (1976-2016). The task is: Predict the product of the given reaction. Given the reactants C(OC([N:8]1[CH2:13][CH2:12][N:11]([CH2:14][CH2:15][N:16]2[CH2:20][CH2:19][CH2:18][S:17]2(=[O:22])=[O:21])[CH2:10][CH2:9]1)=O)(C)(C)C.[F:23][C:24]([F:29])([F:28])[C:25]([OH:27])=[O:26], predict the reaction product. The product is: [F:23][C:24]([F:29])([F:28])[C:25]([OH:27])=[O:26].[O:22]=[S:17]1(=[O:21])[CH2:18][CH2:19][CH2:20][N:16]1[CH2:15][CH2:14][N:11]1[CH2:10][CH2:9][NH:8][CH2:13][CH2:12]1.